Dataset: Full USPTO retrosynthesis dataset with 1.9M reactions from patents (1976-2016). Task: Predict the reactants needed to synthesize the given product. (1) Given the product [CH2:1]([O:3][C:4]([C:6]1[O:7][C:8]2[C:14]([N:36]3[CH2:37][CH2:38][C@H:34]([N:33]([CH3:39])[CH3:32])[CH2:35]3)=[C:13]([C:16]3[CH:21]=[CH:20][CH:19]=[CH:18][CH:17]=3)[C:12]([CH3:22])=[C:11]([C:23]#[N:24])[C:9]=2[N:10]=1)=[O:5])[CH3:2], predict the reactants needed to synthesize it. The reactants are: [CH2:1]([O:3][C:4]([C:6]1[O:7][C:8]2[C:14](F)=[C:13]([C:16]3[CH:21]=[CH:20][CH:19]=[CH:18][CH:17]=3)[C:12]([CH3:22])=[C:11]([C:23]#[N:24])[C:9]=2[N:10]=1)=[O:5])[CH3:2].C(N(CC)CC)C.[CH3:32][N:33]([CH3:39])[C@H:34]1[CH2:38][CH2:37][NH:36][CH2:35]1.C(OCC)(=O)C. (2) Given the product [CH3:9][O:10][C:11]1[CH:16]=[CH:15][CH:14]=[CH:13][C:12]=1[C:2]1[CH2:7][CH2:6][CH2:5][C:4](=[O:8])[CH:3]=1, predict the reactants needed to synthesize it. The reactants are: Br[C:2]1[CH2:7][CH2:6][CH2:5][C:4](=[O:8])[CH:3]=1.[CH3:9][O:10][C:11]1[CH:16]=[CH:15][CH:14]=[CH:13][C:12]=1B(O)O. (3) Given the product [O:15]1[CH:16]=[CH:17][N:18]=[C:14]1[C:10]1([C:7]2[CH:6]=[CH:5][C:4]([NH2:1])=[CH:9][CH:8]=2)[CH2:13][CH2:12][CH2:11]1, predict the reactants needed to synthesize it. The reactants are: [N+:1]([C:4]1[CH:9]=[CH:8][C:7]([C:10]2([C:14]3[O:15][CH:16]=[CH:17][N:18]=3)[CH2:13][CH2:12][CH2:11]2)=[CH:6][CH:5]=1)([O-])=O.O.O.[Sn](Cl)Cl.[OH-].[Na+].